From a dataset of Full USPTO retrosynthesis dataset with 1.9M reactions from patents (1976-2016). Predict the reactants needed to synthesize the given product. (1) Given the product [CH3:1][C:2]1[CH:3]=[CH:4][C:5]([CH2:8][CH2:9][CH2:10][NH:11][C:12]([C:14]2[N:15]([CH3:38])[CH:16]=[C:17]([NH:19][C:20]([C:22]3[C:23]([C:28]4[CH:29]=[CH:30][C:31]([C:34]([F:37])([F:36])[F:35])=[CH:32][CH:33]=4)=[CH:24][CH:25]=[CH:26][CH:27]=3)=[O:21])[CH:18]=2)=[O:13])=[CH:6][CH:7]=1, predict the reactants needed to synthesize it. The reactants are: [CH3:1][C:2]1[CH:7]=[CH:6][C:5]([C:8]#[C:9][CH2:10][NH:11][C:12]([C:14]2[N:15]([CH3:38])[CH:16]=[C:17]([NH:19][C:20]([C:22]3[C:23]([C:28]4[CH:33]=[CH:32][C:31]([C:34]([F:37])([F:36])[F:35])=[CH:30][CH:29]=4)=[CH:24][CH:25]=[CH:26][CH:27]=3)=[O:21])[CH:18]=2)=[O:13])=[CH:4][CH:3]=1.[H][H]. (2) Given the product [Br:28][C:29]1[C:14]([N:11]2[CH2:10][CH2:9][N:8]([CH2:7][C:5]3[N:4]=[CH:3][N:2]([CH3:1])[CH:6]=3)[CH2:13][CH2:12]2)=[C:31]([N+:36]([O-:38])=[O:37])[C:32]([NH2:35])=[N:33][CH:34]=1, predict the reactants needed to synthesize it. The reactants are: [CH3:1][N:2]1[CH:6]=[C:5]([CH2:7][N:8]2[CH2:13][CH2:12][N:11]([C:14](OC(C)(C)C)=O)[CH2:10][CH2:9]2)[N:4]=[CH:3]1.C(O)(C(F)(F)F)=O.[Br:28][C:29]1C(Cl)=[C:31]([N+:36]([O-:38])=[O:37])[C:32]([NH2:35])=[N:33][CH:34]=1. (3) Given the product [ClH:1].[Cl:1][C:2]1[CH:3]=[CH:4][C:5]([CH:8]2[N:12]([C:13]3[CH:18]=[CH:17][C:16]([Cl:19])=[CH:15][C:14]=3[Cl:20])[N:11]=[C:10]([CH2:21][NH2:22])[CH2:9]2)=[CH:6][CH:7]=1, predict the reactants needed to synthesize it. The reactants are: [Cl:1][C:2]1[CH:7]=[CH:6][C:5]([CH:8]2[N:12]([C:13]3[CH:18]=[CH:17][C:16]([Cl:19])=[CH:15][C:14]=3[Cl:20])[N:11]=[C:10]([CH2:21][NH2:22])[CH2:9]2)=[CH:4][CH:3]=1. (4) Given the product [C:1]([O:5][CH:6]([C:11]1[C:16]([C:17]([F:18])([F:19])[F:20])=[CH:15][CH:14]=[C:13]([C:21]2[CH:22]=[N:23][S:24][CH:25]=2)[C:12]=1[C:26]1[CH:27]=[CH:28][C:29]2[O:34][CH2:33][CH2:32][CH2:31][C:30]=2[CH:35]=1)[C:7]([OH:9])=[O:8])([CH3:4])([CH3:2])[CH3:3], predict the reactants needed to synthesize it. The reactants are: [C:1]([O:5][CH:6]([C:11]1[C:16]([C:17]([F:20])([F:19])[F:18])=[CH:15][CH:14]=[C:13]([C:21]2[CH:22]=[N:23][S:24][CH:25]=2)[C:12]=1[C:26]1[CH:27]=[CH:28][C:29]2[O:34][CH2:33][CH2:32][CH2:31][C:30]=2[CH:35]=1)[C:7]([O:9]C)=[O:8])([CH3:4])([CH3:3])[CH3:2].[OH-].[Li+].Cl. (5) Given the product [C:3]1([CH2:13][CH:14]([OH:17])[CH2:15][CH3:16])[C:12]2[C:7](=[CH:8][CH:9]=[CH:10][CH:11]=2)[CH:6]=[CH:5][CH:4]=1, predict the reactants needed to synthesize it. The reactants are: [BH4-].[Na+].[C:3]1([CH2:13][C:14](=[O:17])[CH2:15][CH3:16])[C:12]2[C:7](=[CH:8][CH:9]=[CH:10][CH:11]=2)[CH:6]=[CH:5][CH:4]=1.Cl. (6) The reactants are: [CH:1]1[C:10]2[CH2:9][CH2:8][CH2:7][CH2:6][C:5]=2[CH:4]=[CH:3][C:2]=1[O:11][CH2:12][CH2:13][O:14][C:15]1[CH:22]=[CH:21][C:18]([CH:19]=O)=[CH:17][CH:16]=1.[C:23]([O:30][CH3:31])(=[O:29])[CH2:24][C:25]([O:27][CH3:28])=[O:26].C([O-])(=O)C.[NH2+]1CCCCC1. Given the product [CH:1]1[C:10]2[CH2:9][CH2:8][CH2:7][CH2:6][C:5]=2[CH:4]=[CH:3][C:2]=1[O:11][CH2:12][CH2:13][O:14][C:15]1[CH:22]=[CH:21][C:18]([CH:19]=[C:24]([C:23]([O:30][CH3:31])=[O:29])[C:25]([O:27][CH3:28])=[O:26])=[CH:17][CH:16]=1, predict the reactants needed to synthesize it.